This data is from Reaction yield outcomes from USPTO patents with 853,638 reactions. The task is: Predict the reaction yield, written as a fraction of the theoretical maximum amount of product (1.0 means a 100% yield; for example, 0.34 means a 34% yield). (1) The reactants are [OH:1][CH:2]([C:6]1[CH:11]=[CH:10][CH:9]=[C:8]([C:12]2[CH:13]=[C:14]3[C:20]([C:21]4[CH:26]=[CH:25][CH:24]=[CH:23][C:22]=4[O:27][CH3:28])=N[N:18]([CH2:29]OCC[Si](C)(C)C)[C:15]3=[N:16][CH:17]=2)[CH:7]=1)[C:3]([OH:5])=O.C(Cl)(=O)C(Cl)=O.C[N:44](C=O)C. The catalyst is ClCCl. The product is [OH:1][CH:2]([C:6]1[CH:11]=[CH:10][CH:9]=[C:8]([C:12]2[CH:13]=[C:14]3[C:20]([C:21]4[CH:26]=[CH:25][CH:24]=[CH:23][C:22]=4[O:27][CH3:28])=[CH:29][NH:18][C:15]3=[N:16][CH:17]=2)[CH:7]=1)[C:3]([NH2:44])=[O:5]. The yield is 0.450. (2) The reactants are [N:1]1[C:8]([Cl:9])=[N:7][C:5](Cl)=[N:4][C:2]=1[Cl:3].CCN(C(C)C)C(C)C.[OH:19][CH2:20][C:21]1([C:24]#[N:25])[CH2:23][CH2:22]1. The catalyst is C1COCC1. The product is [Cl:9][C:8]1[N:1]=[C:2]([Cl:3])[N:4]=[C:5]([O:19][CH2:20][C:21]2([C:24]#[N:25])[CH2:23][CH2:22]2)[N:7]=1. The yield is 0.400. (3) The reactants are C[O:2][C:3](=O)[C:4]1[CH:9]=[CH:8][C:7]([NH:10][C:11]2[CH:16]=[C:15]([C:17]3[CH:22]=[C:21]([Cl:23])[CH:20]=[CH:19][C:18]=3[O:24][CH3:25])[N:14]=[C:13]([NH2:26])[N:12]=2)=[CH:6][CH:5]=1.[H-].[Al+3].[Li+].[H-].[H-].[H-].[OH-].[Na+]. The catalyst is O1CCCC1. The product is [NH2:26][C:13]1[N:12]=[C:11]([NH:10][C:7]2[CH:8]=[CH:9][C:4]([CH2:3][OH:2])=[CH:5][CH:6]=2)[CH:16]=[C:15]([C:17]2[CH:22]=[C:21]([Cl:23])[CH:20]=[CH:19][C:18]=2[O:24][CH3:25])[N:14]=1. The yield is 0.870. (4) The reactants are [NH2:1][C:2]1[C:7]2=[C:8]([C:17]3[CH:18]=[C:19]([CH:30]=[CH:31][CH:32]=3)[C:20]([NH:22][CH2:23][C:24]3[CH:29]=[CH:28][CH:27]=[CH:26][CH:25]=3)=[O:21])[CH:9]=[C:10]([CH:11]3[CH2:16][CH2:15][NH:14][CH2:13][CH2:12]3)[N:6]2[N:5]=[CH:4][N:3]=1.[C:33](Cl)(=[O:35])[CH3:34]. No catalyst specified. The product is [C:33]([N:14]1[CH2:15][CH2:16][CH:11]([C:10]2[N:6]3[C:7]([C:2]([NH2:1])=[N:3][CH:4]=[N:5]3)=[C:8]([C:17]3[CH:18]=[C:19]([CH:30]=[CH:31][CH:32]=3)[C:20]([NH:22][CH2:23][C:24]3[CH:25]=[CH:26][CH:27]=[CH:28][CH:29]=3)=[O:21])[CH:9]=2)[CH2:12][CH2:13]1)(=[O:35])[CH3:34]. The yield is 0.260. (5) The reactants are [C:1]1([NH:7][C:8](=[S:18])[NH:9]/[N:10]=[CH:11]/[C:12]2[CH:13]=[N:14][CH:15]=[CH:16][CH:17]=2)[CH:6]=[CH:5][CH:4]=[CH:3][CH:2]=1. The catalyst is C(O)C.O.O.O.O.O.O.[Fe](Cl)(Cl)Cl. The product is [C:1]1([NH:7][C:8]2[S:18][C:11]([C:12]3[CH:13]=[N:14][CH:15]=[CH:16][CH:17]=3)=[N:10][N:9]=2)[CH:2]=[CH:3][CH:4]=[CH:5][CH:6]=1. The yield is 0.250. (6) The product is [C:1]([N:4]1[CH2:8][CH2:7][CH:6]([C:9]2[CH:14]=[CH:13][CH:12]=[CH:11][CH:10]=2)[C@H:5]1[C:15]([OH:17])=[O:16])(=[O:3])[CH3:2]. The yield is 0.950. The reactants are [C:1]([N:4]1[CH2:8][CH2:7][CH:6]([C:9]2[CH:14]=[CH:13][CH:12]=[CH:11][CH:10]=2)[C:5]1(C(OCC)=O)[C:15]([O:17]CC)=[O:16])(=[O:3])[CH3:2].[OH-].[K+]. The catalyst is C(O)C. (7) The product is [CH2:12]([O:14][C:15]([C:16]1[N:1]([C:4]2[C:5]([Cl:11])=[CH:6][CH:7]=[CH:8][C:9]=2[Cl:10])[N:2]=[N:3][C:17]=1[C:18]([F:19])([F:20])[F:21])=[O:22])[CH3:13]. The catalyst is C1(C)C=CC=CC=1. The reactants are [N:1]([C:4]1[C:9]([Cl:10])=[CH:8][CH:7]=[CH:6][C:5]=1[Cl:11])=[N+:2]=[N-:3].[CH2:12]([O:14][C:15](=[O:22])[C:16]#[C:17][C:18]([F:21])([F:20])[F:19])[CH3:13]. The yield is 0.590. (8) The reactants are Br[C:2]1[CH:3]=[C:4]2[C:8](=[CH:9][C:10]=1[Cl:11])[NH:7][CH:6]=[C:5]2[C:12]([O:14][CH3:15])=[O:13].CC1(C)COB([C:23]2[CH:32]=[CH:31][C:26]([O:27][CH2:28][CH2:29][OH:30])=[CH:25][CH:24]=2)OC1.C(=O)([O-])[O-].[K+].[K+].C(O)C. The catalyst is C1C=CC(P(C2C=CC=CC=2)[C-]2C=CC=C2)=CC=1.C1C=CC(P(C2C=CC=CC=2)[C-]2C=CC=C2)=CC=1.Cl[Pd]Cl.[Fe+2].C(OCC)(=O)C.C1(C)C=CC=CC=1. The product is [Cl:11][C:10]1[CH:9]=[C:8]2[C:4]([C:5]([C:12]([O:14][CH3:15])=[O:13])=[CH:6][NH:7]2)=[CH:3][C:2]=1[C:23]1[CH:32]=[CH:31][C:26]([O:27][CH2:28][CH2:29][OH:30])=[CH:25][CH:24]=1. The yield is 0.980. (9) The reactants are [C:1]1([C:7](=O)[CH2:8][C:9]2[CH:14]=[CH:13][CH:12]=[CH:11][CH:10]=2)[CH:6]=[CH:5][CH:4]=[CH:3][CH:2]=1.[CH2:16]([O:18][C:19]1[CH:20]=[C:21]([CH:24]=[C:25]([N+:28]([O-:30])=[O:29])[C:26]=1[OH:27])[CH:22]=O)[CH3:17].[CH3:31][NH:32][C:33]([NH:35][CH3:36])=[O:34]. The catalyst is CN(C=O)C. The product is [CH2:16]([O:18][C:19]1[CH:20]=[C:21]([CH:22]2[C:8]([C:9]3[CH:14]=[CH:13][CH:12]=[CH:11][CH:10]=3)=[C:7]([C:1]3[CH:6]=[CH:5][CH:4]=[CH:3][CH:2]=3)[N:35]([CH3:36])[C:33](=[O:34])[N:32]2[CH3:31])[CH:24]=[C:25]([N+:28]([O-:30])=[O:29])[C:26]=1[OH:27])[CH3:17]. The yield is 0.116.